Dataset: Reaction yield outcomes from USPTO patents with 853,638 reactions. Task: Predict the reaction yield, written as a fraction of the theoretical maximum amount of product (1.0 means a 100% yield; for example, 0.34 means a 34% yield). (1) The reactants are [F:1][C:2]1[CH:7]=[CH:6][C:5]([C:8]2[C:9](=[O:25])[NH:10][N:11]=[C:12]([CH3:24])[C:13]=2[C:14]2[CH:19]=[CH:18][C:17]([S:20]([CH3:23])(=[O:22])=[O:21])=[CH:16][CH:15]=2)=[CH:4][CH:3]=1.[F:26][C:27]([F:31])([F:30])[CH2:28]I.C(=O)([O-])[O-].[Na+].[Na+]. The catalyst is CN(C=O)C. The product is [F:26][C:27]([F:31])([F:30])[CH2:28][N:10]1[C:9](=[O:25])[C:8]([C:5]2[CH:4]=[CH:3][C:2]([F:1])=[CH:7][CH:6]=2)=[C:13]([C:14]2[CH:19]=[CH:18][C:17]([S:20]([CH3:23])(=[O:22])=[O:21])=[CH:16][CH:15]=2)[C:12]([CH3:24])=[N:11]1. The yield is 0.480. (2) The reactants are [CH3:1][C:2]([CH3:20])([CH2:18][CH3:19])[C:3](=[O:17])[C:4]([N:6]1[CH2:10][CH2:9][CH2:8][CH:7]1[C:11](=[O:16])[CH2:12][CH2:13][CH:14]=[CH2:15])=[O:5].[CH2:21]([O:28][C:29]1[CH:34]=[CH:33][C:32](Br)=[CH:31][CH:30]=1)[C:22]1[CH:27]=[CH:26][CH:25]=[CH:24][CH:23]=1.C1(C)C=CC=CC=1P(C1C=CC=CC=1C)C1C=CC=CC=1C. The catalyst is C(N(CC)CC)C.C([O-])(=O)C.[Pd+2].C([O-])(=O)C. The product is [CH3:1][C:2]([CH3:20])([CH2:18][CH3:19])[C:3](=[O:17])[C:4]([N:6]1[CH2:10][CH2:9][CH2:8][CH:7]1[C:11](=[O:16])[CH2:12][CH2:13][CH:14]=[CH:15][C:32]1[CH:33]=[CH:34][C:29]([O:28][CH2:21][C:22]2[CH:27]=[CH:26][CH:25]=[CH:24][CH:23]=2)=[CH:30][CH:31]=1)=[O:5]. The yield is 0.600. (3) The reactants are NN.CC([CH2:7][N:8]([CH2:12][CH2:13][CH:14]([N:21]1C(=O)C2C(=CC=CC=2)C1=O)[C:15]1[CH:20]=[CH:19][CH:18]=[CH:17][CH:16]=1)[C:9](=[O:11])[O-:10])(C)C. The catalyst is C1COCC1.CO. The product is [NH2:21][CH:14]([C:15]1[CH:16]=[CH:17][CH:18]=[CH:19][CH:20]=1)[CH2:13][CH2:12][N:8]([CH3:7])[C:9](=[O:11])[O:10][C:15]([CH3:20])([CH3:16])[CH3:14]. The yield is 0.770. (4) The reactants are Br[C:2]1[CH:7]=[CH:6][C:5]([N:8]2[CH:12]=[C:11]([CH2:13][CH2:14][CH2:15][OH:16])[N:10]=[N:9]2)=[CH:4][CH:3]=1.[N:17]1[CH:22]=[CH:21][CH:20]=[CH:19][C:18]=1/[CH:23]=[CH:24]/[C:25]1[CH:26]=[C:27]([NH2:31])[CH:28]=[CH:29][CH:30]=1.CC(C1C=C(C(C)C)C(C2C=CC=CC=2P(C2CCCCC2)C2CCCCC2)=C(C(C)C)C=1)C.C([O-])([O-])=O.[K+].[K+]. The catalyst is CC(O)(C)C.C1C=CC(/C=C/C(/C=C/C2C=CC=CC=2)=O)=CC=1.C1C=CC(/C=C/C(/C=C/C2C=CC=CC=2)=O)=CC=1.C1C=CC(/C=C/C(/C=C/C2C=CC=CC=2)=O)=CC=1.[Pd].[Pd]. The product is [N:17]1[CH:22]=[CH:21][CH:20]=[CH:19][C:18]=1[CH:23]=[CH:24][C:25]1[CH:26]=[C:27]([NH:31][C:2]2[CH:7]=[CH:6][C:5]([N:8]3[CH:12]=[C:11]([CH2:13][CH2:14][CH2:15][OH:16])[N:10]=[N:9]3)=[CH:4][CH:3]=2)[CH:28]=[CH:29][CH:30]=1. The yield is 0.700.